Predict the reaction yield, written as a fraction of the theoretical maximum amount of product (1.0 means a 100% yield; for example, 0.34 means a 34% yield). From a dataset of Reaction yield outcomes from USPTO patents with 853,638 reactions. (1) The reactants are [Br:1][C:2]1[CH:3]=[C:4]2[C:8](=[CH:9][CH:10]=1)[N:7]([C:11](=[O:23])[CH2:12][C@@H:13]([NH:15]C(=O)OC(C)(C)C)[CH3:14])[CH:6]=[C:5]2/[C:24](/[C:36]#[N:37])=[CH:25]/[C:26]1[CH:31]=[C:30]([C:32]#[N:33])[CH:29]=[CH:28][C:27]=1[O:34][CH3:35].[ClH:38]. The catalyst is CCO. The product is [ClH:38].[NH2:15][C@@H:13]([CH3:14])[CH2:12][C:11]([N:7]1[C:8]2[C:4](=[CH:3][C:2]([Br:1])=[CH:10][CH:9]=2)[C:5](/[C:24](/[C:36]#[N:37])=[CH:25]/[C:26]2[CH:31]=[C:30]([CH:29]=[CH:28][C:27]=2[O:34][CH3:35])[C:32]#[N:33])=[CH:6]1)=[O:23]. The yield is 0.650. (2) The reactants are [C:1]([O:5][C:6]([NH:8][CH2:9][C:10]1[CH:18]=[CH:17][C:13]([C:14]([OH:16])=O)=[CH:12][C:11]=1[F:19])=[O:7])([CH3:4])([CH3:3])[CH3:2].CCN(C(C)C)C(C)C.[CH3:29][N:30]1[C:39]2[NH:38][C:37]3[CH:40]=[C:41]([CH3:44])[CH:42]=[CH:43][C:36]=3[NH:35][CH2:34][C:33]=2[CH:32]=[N:31]1. The catalyst is CN(C1C=CN=CC=1)C.ClCCl. The product is [C:1]([O:5][C:6](=[O:7])[NH:8][CH2:9][C:10]1[CH:18]=[CH:17][C:13]([C:14]([N:35]2[CH2:34][C:33]3[CH:32]=[N:31][N:30]([CH3:29])[C:39]=3[NH:38][C:37]3[CH:40]=[C:41]([CH3:44])[CH:42]=[CH:43][C:36]2=3)=[O:16])=[CH:12][C:11]=1[F:19])([CH3:2])([CH3:3])[CH3:4]. The yield is 0.320. (3) The reactants are [CH3:1][O:2][C:3]([C:5]1[CH:6]=[C:7]([CH3:17])[C:8]2[NH:12][C:11]([CH2:13][CH2:14][CH3:15])=[N:10][C:9]=2[CH:16]=1)=[O:4].CC(C)([O-])C.[K+].Br[CH2:25][C:26]1[CH:43]=[CH:42][C:29]2/[C:30](=[CH:39]/[C:40]#[N:41])/[C:31]3[CH:38]=[CH:37][CH:36]=[CH:35][C:32]=3[CH2:33][CH2:34][C:28]=2[CH:27]=1.C(OCC)(=O)C. The catalyst is CN(C=O)C. The product is [CH3:1][O:2][C:3]([C:5]1[CH:6]=[C:7]([CH3:17])[C:8]2[N:12]=[C:11]([CH2:13][CH2:14][CH3:15])[N:10]([CH2:25][C:26]3[CH:43]=[CH:42][C:29]4/[C:30](=[CH:39]/[C:40]#[N:41])/[C:31]5[CH:38]=[CH:37][CH:36]=[CH:35][C:32]=5[CH2:33][CH2:34][C:28]=4[CH:27]=3)[C:9]=2[CH:16]=1)=[O:4]. The yield is 0.730. (4) The reactants are [CH:1]1([C:5]2[CH:36]=[CH:35][C:34]([CH2:37][O:38][CH3:39])=[CH:33][C:6]=2[CH2:7][NH:8][C:9]([NH:11][C:12]2[N:16]([C:17]3[CH:22]=[CH:21][CH:20]=[CH:19][CH:18]=3)[N:15]=[C:14]([O:23][CH2:24][C@H:25]3[CH2:29][O:28]C(C)(C)[O:26]3)[C:13]=2[CH3:32])=[O:10])[CH2:4][CH2:3][CH2:2]1.Cl. The catalyst is C1COCC1. The product is [CH:1]1([C:5]2[CH:36]=[CH:35][C:34]([CH2:37][O:38][CH3:39])=[CH:33][C:6]=2[CH2:7][NH:8][C:9]([NH:11][C:12]2[N:16]([C:17]3[CH:22]=[CH:21][CH:20]=[CH:19][CH:18]=3)[N:15]=[C:14]([O:23][CH2:24][C@H:25]([OH:26])[CH2:29][OH:28])[C:13]=2[CH3:32])=[O:10])[CH2:2][CH2:3][CH2:4]1. The yield is 0.620.